This data is from Forward reaction prediction with 1.9M reactions from USPTO patents (1976-2016). The task is: Predict the product of the given reaction. (1) Given the reactants [N+:1]([C:4]1[CH:9]=[CH:8][C:7]([C:10]2[N:11]=[C:12]([CH:15]3[CH2:20][CH2:19][N:18](C(OC(C)(C)C)=O)[CH2:17][CH2:16]3)[S:13][CH:14]=2)=[CH:6][CH:5]=1)([O-:3])=[O:2].[ClH:28], predict the reaction product. The product is: [ClH:28].[N+:1]([C:4]1[CH:5]=[CH:6][C:7]([C:10]2[N:11]=[C:12]([CH:15]3[CH2:20][CH2:19][NH:18][CH2:17][CH2:16]3)[S:13][CH:14]=2)=[CH:8][CH:9]=1)([O-:3])=[O:2]. (2) The product is: [CH3:1][N:2]([C:4]([C:20]1[CH:19]=[CH:7][CH:6]=[CH:5][CH:10]=1)=[Se:11])[NH:3][C:12](=[O:18])[CH2:13][C:14]([NH:3][N:2]([CH3:1])[C:4]([C:5]1[CH:6]=[CH:7][CH:8]=[CH:9][CH:10]=1)=[Se:11])=[O:15]. Given the reactants [CH3:1][N:2]([C:4](=[Se:11])[C:5]1[CH:10]=[CH:9][CH:8]=[CH:7][CH:6]=1)[NH2:3].[C:12]([OH:18])(=O)[CH2:13][C:14](O)=[O:15].[CH2:19](Cl)[CH2:20]Cl, predict the reaction product. (3) Given the reactants [Cl-:1].[CH3:2][CH2:3][CH:4]([OH:7])[CH2:5][CH3:6].[NH2:8][C@H:9]([C:11](O)=[O:12])[CH3:10], predict the reaction product. The product is: [ClH:1].[CH3:2][CH2:3][CH:4]([O:7][C:11](=[O:12])[C@H:9]([CH3:10])[NH2:8])[CH2:5][CH3:6]. (4) Given the reactants [NH:1]1[C:9]2[C:4](=[C:5]([CH:10]([C:14]3[CH:19]=[CH:18][CH:17]=[CH:16][CH:15]=3)[CH2:11][CH2:12][NH2:13])[CH:6]=[CH:7][CH:8]=2)[CH:3]=[CH:2]1.Cl[C:21]([O:23][CH3:24])=[O:22], predict the reaction product. The product is: [CH3:24][O:23][C:21](=[O:22])[NH:13][CH2:12][CH2:11][CH:10]([C:5]1[CH:6]=[CH:7][CH:8]=[C:9]2[C:4]=1[CH:3]=[CH:2][NH:1]2)[C:14]1[CH:15]=[CH:16][CH:17]=[CH:18][CH:19]=1. (5) The product is: [OH:15][CH2:16][CH2:17][O:18][C:19]1[CH:26]=[CH:25][C:22]([C:23]2[NH:6][C:4](=[O:5])[C:3]3[C:2](=[CH:10][C:9]([O:11][CH3:12])=[CH:8][C:7]=3[O:13][CH3:14])[N:1]=2)=[CH:21][CH:20]=1. Given the reactants [NH2:1][C:2]1[CH:10]=[C:9]([O:11][CH3:12])[CH:8]=[C:7]([O:13][CH3:14])[C:3]=1[C:4]([NH2:6])=[O:5].[OH:15][CH2:16][CH2:17][O:18][C:19]1[CH:26]=[CH:25][C:22]([CH:23]=O)=[CH:21][CH:20]=1.OS([O-])=O.[Na+].CC1C=CC(S(O)(=O)=O)=CC=1, predict the reaction product. (6) Given the reactants [CH2:1]([N:5]1[CH:10]=[CH:9][C:8]([CH3:12])([CH3:11])[CH2:7][CH2:6]1)[CH:2]([CH3:4])[CH3:3].C(N(CC)CC)C.[Br:20][CH2:21][CH2:22][CH2:23][CH2:24][CH2:25][C:26](Cl)=[O:27].C(=O)([O-])[O-].[Na+].[Na+], predict the reaction product. The product is: [Br:20][CH2:21][CH2:22][CH2:23][CH2:24][CH2:25][C:26]([CH:9]1[C:8]([CH3:12])([CH3:11])[CH:7]=[CH:6][N:5]([CH2:1][CH:2]([CH3:4])[CH3:3])[CH2:10]1)=[O:27]. (7) Given the reactants [CH2:1]([O:3][C:4](=[O:21])[NH:5][C:6]1[CH:11]=[CH:10][C:9]([NH:12][CH2:13][C:14]2[S:15][C:16]([Cl:19])=[CH:17][CH:18]=2)=[CH:8][C:7]=1I)[CH3:2].[N:22]1[C:31]2[C:26](=[CH:27][CH:28]=[CH:29][CH:30]=2)[CH:25]=[C:24](B(O)O)[CH:23]=1.C(=O)([O-])[O-].[K+].[K+], predict the reaction product. The product is: [CH2:1]([O:3][C:4](=[O:21])[NH:5][C:6]1[CH:11]=[CH:10][C:9]([NH:12][CH2:13][C:14]2[S:15][C:16]([Cl:19])=[CH:17][CH:18]=2)=[CH:8][C:7]=1[C:24]1[CH:23]=[N:22][C:31]2[C:26]([CH:25]=1)=[CH:27][CH:28]=[CH:29][CH:30]=2)[CH3:2]. (8) Given the reactants Cl[C:2]1[N:7]=[C:6]([C:8]2[C:9]([C:17]3[CH:18]=[CH:19][C:20]([O:32][CH3:33])=[C:21]([NH:23][C:24](=[O:31])[CH2:25][C:26]4[S:27][CH:28]=[CH:29][CH:30]=4)[CH:22]=3)=[N:10][N:11]3[CH:16]=[CH:15][CH:14]=[CH:13][C:12]=23)[CH:5]=[CH:4][N:3]=1.[CH3:34][N:35]([CH3:46])[CH:36]1[CH2:44][C:43]2[C:38](=[CH:39][CH:40]=[C:41]([NH2:45])[CH:42]=2)[CH2:37]1.Cl, predict the reaction product. The product is: [CH3:34][N:35]([CH3:46])[CH:36]1[CH2:44][C:43]2[C:38](=[CH:39][CH:40]=[C:41]([NH:45][C:2]3[N:7]=[C:6]([C:8]4[C:9]([C:17]5[CH:18]=[CH:19][C:20]([O:32][CH3:33])=[C:21]([NH:23][C:24](=[O:31])[CH2:25][C:26]6[S:27][CH:28]=[CH:29][CH:30]=6)[CH:22]=5)=[N:10][N:11]5[CH:16]=[CH:15][CH:14]=[CH:13][C:12]=45)[CH:5]=[CH:4][N:3]=3)[CH:42]=2)[CH2:37]1.